Dataset: NCI-60 drug combinations with 297,098 pairs across 59 cell lines. Task: Regression. Given two drug SMILES strings and cell line genomic features, predict the synergy score measuring deviation from expected non-interaction effect. (1) Drug 1: C1=CC(=C2C(=C1NCCNCCO)C(=O)C3=C(C=CC(=C3C2=O)O)O)NCCNCCO. Drug 2: C1=CC(=CC=C1CCCC(=O)O)N(CCCl)CCCl. Cell line: UACC-257. Synergy scores: CSS=16.8, Synergy_ZIP=0.118, Synergy_Bliss=5.43, Synergy_Loewe=2.93, Synergy_HSA=6.17. (2) Drug 1: C1CCN(CC1)CCOC2=CC=C(C=C2)C(=O)C3=C(SC4=C3C=CC(=C4)O)C5=CC=C(C=C5)O. Drug 2: CC1=C(C=C(C=C1)NC2=NC=CC(=N2)N(C)C3=CC4=NN(C(=C4C=C3)C)C)S(=O)(=O)N.Cl. Cell line: BT-549. Synergy scores: CSS=7.59, Synergy_ZIP=6.97, Synergy_Bliss=11.7, Synergy_Loewe=9.50, Synergy_HSA=8.51. (3) Drug 1: C(CC(=O)O)C(=O)CN.Cl. Drug 2: C1CCC(C(C1)N)N.C(=O)(C(=O)[O-])[O-].[Pt+4]. Cell line: UO-31. Synergy scores: CSS=7.84, Synergy_ZIP=-5.24, Synergy_Bliss=-4.34, Synergy_Loewe=-14.3, Synergy_HSA=-7.11. (4) Drug 1: C1=CC(=CC=C1CC(C(=O)O)N)N(CCCl)CCCl.Cl. Drug 2: CC1=C(N=C(N=C1N)C(CC(=O)N)NCC(C(=O)N)N)C(=O)NC(C(C2=CN=CN2)OC3C(C(C(C(O3)CO)O)O)OC4C(C(C(C(O4)CO)O)OC(=O)N)O)C(=O)NC(C)C(C(C)C(=O)NC(C(C)O)C(=O)NCCC5=NC(=CS5)C6=NC(=CS6)C(=O)NCCC[S+](C)C)O. Cell line: CAKI-1. Synergy scores: CSS=51.2, Synergy_ZIP=-7.43, Synergy_Bliss=-2.02, Synergy_Loewe=1.05, Synergy_HSA=3.18. (5) Drug 1: CC1=C(C=C(C=C1)NC2=NC=CC(=N2)N(C)C3=CC4=NN(C(=C4C=C3)C)C)S(=O)(=O)N.Cl. Drug 2: CCCCC(=O)OCC(=O)C1(CC(C2=C(C1)C(=C3C(=C2O)C(=O)C4=C(C3=O)C=CC=C4OC)O)OC5CC(C(C(O5)C)O)NC(=O)C(F)(F)F)O. Cell line: A549. Synergy scores: CSS=0.200, Synergy_ZIP=-0.633, Synergy_Bliss=-1.59, Synergy_Loewe=-1.66, Synergy_HSA=-1.83. (6) Drug 1: CS(=O)(=O)CCNCC1=CC=C(O1)C2=CC3=C(C=C2)N=CN=C3NC4=CC(=C(C=C4)OCC5=CC(=CC=C5)F)Cl. Drug 2: C1=NNC2=C1C(=O)NC=N2. Cell line: HOP-92. Synergy scores: CSS=7.97, Synergy_ZIP=-4.88, Synergy_Bliss=-2.02, Synergy_Loewe=-0.206, Synergy_HSA=0.283.